From a dataset of M1 muscarinic receptor antagonist screen with 61,756 compounds. Binary Classification. Given a drug SMILES string, predict its activity (active/inactive) in a high-throughput screening assay against a specified biological target. (1) The molecule is S(=O)(=O)(Nc1nc2c(nc1NCCCOC)cccc2)c1sccc1. The result is 0 (inactive). (2) The molecule is Clc1ccc(CSC=2N(CCN2)C(=O)C)cc1. The result is 0 (inactive). (3) The molecule is O(c1c(NC(=O)c2cc(OC)ccc2)cc(NC(=O)c2occc2)cc1)C. The result is 0 (inactive). (4) The molecule is Clc1ccc(NC(=O)CC2S\C(N(CCCO)C2=O)=N/c2ccccc2)cc1. The result is 0 (inactive). (5) The molecule is S(c1[nH]c(=O)c(Cc2ccccc2)c(O)n1)CC(=O)Nc1ccc(OC)cc1. The result is 0 (inactive). (6) The molecule is s1c(c(c(c1N)C(OCC)=O)C)C(=O)N(C)C. The result is 0 (inactive).